From a dataset of CYP1A2 inhibition data for predicting drug metabolism from PubChem BioAssay. Regression/Classification. Given a drug SMILES string, predict its absorption, distribution, metabolism, or excretion properties. Task type varies by dataset: regression for continuous measurements (e.g., permeability, clearance, half-life) or binary classification for categorical outcomes (e.g., BBB penetration, CYP inhibition). Dataset: cyp1a2_veith. The compound is O=C(CSc1nnc(-c2ccccn2)n1Cc1ccco1)Nc1ccc2c(c1)OCO2. The result is 0 (non-inhibitor).